From a dataset of Peptide-MHC class I binding affinity with 185,985 pairs from IEDB/IMGT. Regression. Given a peptide amino acid sequence and an MHC pseudo amino acid sequence, predict their binding affinity value. This is MHC class I binding data. (1) The peptide sequence is AYFSIPLDEEF. The MHC is Mamu-B52 with pseudo-sequence Mamu-B52. The binding affinity (normalized) is 0.420. (2) The peptide sequence is FLQQRKPPL. The MHC is HLA-A69:01 with pseudo-sequence HLA-A69:01. The binding affinity (normalized) is 0.0847. (3) The peptide sequence is LLKPGGVQW. The binding affinity (normalized) is 0.0847. The MHC is HLA-A03:01 with pseudo-sequence HLA-A03:01. (4) The peptide sequence is HSKKKCDDL. The binding affinity (normalized) is 0. The MHC is HLA-A68:02 with pseudo-sequence HLA-A68:02.